This data is from Full USPTO retrosynthesis dataset with 1.9M reactions from patents (1976-2016). The task is: Predict the reactants needed to synthesize the given product. (1) Given the product [CH3:1][O:2][NH:3][C:4]([C:6]1[C:7](=[O:29])[C:8]2[CH:13]=[N:12][C:11]([NH:30][C:31]3[CH:36]=[CH:35][CH:34]=[C:33]([CH2:37][CH2:38][N:39]4[CH2:40][CH2:41][N:42]([C:45](=[O:47])[CH3:46])[CH2:43][CH2:44]4)[CH:32]=3)=[N:10][C:9]=2[N:18]([C:20]2[CH:21]=[C:22]3[C:26](=[CH:27][CH:28]=2)[CH2:25][CH2:24][CH2:23]3)[CH:19]=1)=[O:5], predict the reactants needed to synthesize it. The reactants are: [CH3:1][O:2][NH:3][C:4]([C:6]1[C:7](=[O:29])[C:8]2[CH:13]=[N:12][C:11](S(C)(=O)=O)=[N:10][C:9]=2[N:18]([C:20]2[CH:21]=[C:22]3[C:26](=[CH:27][CH:28]=2)[CH2:25][CH2:24][CH2:23]3)[CH:19]=1)=[O:5].[NH2:30][C:31]1[CH:32]=[C:33]([CH2:37][CH2:38][N:39]2[CH2:44][CH2:43][N:42]([C:45](=[O:47])[CH3:46])[CH2:41][CH2:40]2)[CH:34]=[CH:35][CH:36]=1. (2) Given the product [F:40][C:41]([F:46])([F:45])[C:42]([OH:44])=[O:43].[Cl:1][C:2]1[C:37]([Cl:38])=[CH:36][CH:35]=[CH:34][C:3]=1[C:4]([N:6]1[CH2:11][C@@H:10]2[CH2:12][C@H:7]1[CH2:8][N:9]2[CH2:13][C:14]1[N:19]=[C:18]([NH:20][C:21]2[CH:25]=[CH:24][NH:23][N:22]=2)[CH:17]=[N:16][CH:15]=1)=[O:5], predict the reactants needed to synthesize it. The reactants are: [Cl:1][C:2]1[C:37]([Cl:38])=[CH:36][CH:35]=[CH:34][C:3]=1[C:4]([N:6]1[CH2:11][C@@H:10]2[CH2:12][C@H:7]1[CH2:8][N:9]2[CH2:13][C:14]1[N:19]=[C:18]([NH:20][C:21]2[CH:25]=[CH:24][N:23](COCC[Si](C)(C)C)[N:22]=2)[CH:17]=[N:16][CH:15]=1)=[O:5].O.[F:40][C:41]([F:46])([F:45])[C:42]([OH:44])=[O:43]. (3) Given the product [ClH:28].[CH3:2][N:3]([CH3:35])[C:4]1([C:29]2[CH:34]=[CH:33][CH:32]=[CH:31][CH:30]=2)[CH2:9][CH2:8][CH:7]([NH:10][C:11]([N:13]2[CH2:18][CH2:17][CH2:16][CH:15]([C:19]3[C:27]4[C:22](=[CH:23][CH:24]=[C:25]([Cl:28])[CH:26]=4)[NH:21][CH:20]=3)[CH2:14]2)=[O:12])[CH2:6][CH2:5]1.[CH3:2][N:3]([CH3:35])[C:4]1([C:29]2[CH:34]=[CH:33][CH:32]=[CH:31][CH:30]=2)[CH2:9][CH2:8][CH:7]([NH:10][C:11]([N:13]2[CH2:18][CH2:17][CH2:16][CH:15]([C:19]3[C:27]4[C:22](=[CH:23][CH:24]=[C:25]([Cl:28])[CH:26]=4)[NH:21][CH:20]=3)[CH2:14]2)=[O:12])[CH2:6][CH2:5]1, predict the reactants needed to synthesize it. The reactants are: Cl.[CH3:2][N:3]([CH3:35])[C:4]1([C:29]2[CH:34]=[CH:33][CH:32]=[CH:31][CH:30]=2)[CH2:9][CH2:8][CH:7]([NH:10][C:11]([N:13]2[CH2:18][CH2:17][CH2:16][CH:15]([C:19]3[C:27]4[C:22](=[CH:23][CH:24]=[C:25]([Cl:28])[CH:26]=4)[NH:21][CH:20]=3)[CH2:14]2)=[O:12])[CH2:6][CH2:5]1.Cl[Si](C)(C)C. (4) Given the product [Cl:20][C:21]1[CH:26]=[CH:25][C:24]([C:2]2[C:7]([O:19][CH2:18][C:13]3[CH:14]=[CH:15][CH:16]=[CH:17][N:12]=3)=[N:6][CH:5]=[C:4]([CH:3]=2)[C:9]([NH:30][C@@H:31]2[CH2:36][CH2:35][CH2:34][CH2:33][C@H:32]2[OH:37])=[O:11])=[CH:23][CH:22]=1, predict the reactants needed to synthesize it. The reactants are: Br[C:2]1[CH:3]=[C:4]([C:9]([OH:11])=O)[CH:5]=[N:6][C:7]=1Cl.[N:12]1[CH:17]=[CH:16][CH:15]=[CH:14][C:13]=1[CH2:18][OH:19].[Cl:20][C:21]1[CH:26]=[CH:25][C:24](B(O)O)=[CH:23][CH:22]=1.[NH2:30][C@@H:31]1[CH2:36][CH2:35][CH2:34][CH2:33][C@H:32]1[OH:37]. (5) Given the product [Cl:27][C:24]1[CH:25]=[CH:26][C:21]([C:20]([N:17]2[CH2:18][CH2:19][N:14]([CH:10]3[CH:11]([OH:13])[CH2:12][NH:8][CH2:9]3)[CH2:15][CH2:16]2)=[O:28])=[CH:22][CH:23]=1, predict the reactants needed to synthesize it. The reactants are: C(OC([N:8]1[CH2:12][CH:11]([OH:13])[CH:10]([N:14]2[CH2:19][CH2:18][N:17]([C:20](=[O:28])[C:21]3[CH:26]=[CH:25][C:24]([Cl:27])=[CH:23][CH:22]=3)[CH2:16][CH2:15]2)[CH2:9]1)=O)(C)(C)C.O1CCOCC1.